From a dataset of Full USPTO retrosynthesis dataset with 1.9M reactions from patents (1976-2016). Predict the reactants needed to synthesize the given product. (1) The reactants are: [NH2:1][C:2](=[S:22])[NH:3][C:4]([C:6]1[N:7]([CH2:15][CH2:16][C:17]([O:19][CH2:20][CH3:21])=[O:18])[C:8]2[C:13]([CH:14]=1)=[CH:12][CH:11]=[CH:10][CH:9]=2)=[O:5].Br[CH:24]([CH2:38][CH2:39][CH:40]1[CH2:45][CH2:44][CH2:43][CH2:42][CH2:41]1)[C:25]([C:27]1[CH:32]=[C:31]([O:33][CH3:34])[C:30]([Cl:35])=[CH:29][C:28]=1[O:36][CH3:37])=O. Given the product [CH2:20]([O:19][C:17](=[O:18])[CH2:16][CH2:15][N:7]1[C:8]2[C:13](=[CH:12][CH:11]=[CH:10][CH:9]=2)[CH:14]=[C:6]1[C:4]([NH:3][C:2]1[S:22][C:24]([CH2:38][CH2:39][CH:40]2[CH2:41][CH2:42][CH2:43][CH2:44][CH2:45]2)=[C:25]([C:27]2[CH:32]=[C:31]([O:33][CH3:34])[C:30]([Cl:35])=[CH:29][C:28]=2[O:36][CH3:37])[N:1]=1)=[O:5])[CH3:21], predict the reactants needed to synthesize it. (2) The reactants are: Cl[C:2]1[CH:3]=[C:4]([F:31])[C:5](OC)=[C:6]([CH:8]([NH:16][C:17]2[CH:26]=[C:25]([F:27])[CH:24]=[C:23]3[C:18]=2[CH:19]=[CH:20][C:21](=[O:28])[NH:22]3)[C:9]2([C:12]([F:15])([F:14])[F:13])[CH2:11][O:10]2)[CH:7]=1.[Cl:32]([O-])(=O)(=O)=O.[Li+].[CH3:38][NH:39][CH3:40].C1[CH2:45][O:44]CC1. Given the product [Cl:32][C:5]1[C:4]([F:31])=[C:3]([O:44][CH3:45])[CH:2]=[CH:7][C:6]=1[CH:8]([NH:16][C:17]1[CH:26]=[C:25]([F:27])[CH:24]=[C:23]2[C:18]=1[CH:19]=[CH:20][C:21](=[O:28])[NH:22]2)[C:9]([CH2:11][N:39]([CH3:40])[CH3:38])([OH:10])[C:12]([F:13])([F:14])[F:15], predict the reactants needed to synthesize it.